Dataset: Full USPTO retrosynthesis dataset with 1.9M reactions from patents (1976-2016). Task: Predict the reactants needed to synthesize the given product. Given the product [CH2:11]([N:7]1[C:8]2[C:4](=[CH:3][C:2]([NH:1][S:39]([C:36]3[CH:37]=[CH:38][C:33]([C:29]([CH3:32])([CH3:31])[CH3:30])=[CH:34][CH:35]=3)(=[O:41])=[O:40])=[CH:10][CH:9]=2)[C:5]([C:23]2[CH:28]=[CH:27][CH:26]=[CH:25][CH:24]=2)=[C:6]1[C:18]([OH:20])=[O:19])[C:12]1[CH:13]=[CH:14][CH:15]=[CH:16][CH:17]=1, predict the reactants needed to synthesize it. The reactants are: [NH2:1][C:2]1[CH:3]=[C:4]2[C:8](=[CH:9][CH:10]=1)[N:7]([CH2:11][C:12]1[CH:17]=[CH:16][CH:15]=[CH:14][CH:13]=1)[C:6]([C:18]([O:20]CC)=[O:19])=[C:5]2[C:23]1[CH:28]=[CH:27][CH:26]=[CH:25][CH:24]=1.[C:29]([C:33]1[CH:38]=[CH:37][C:36]([S:39](Cl)(=[O:41])=[O:40])=[CH:35][CH:34]=1)([CH3:32])([CH3:31])[CH3:30].